Dataset: Reaction yield outcomes from USPTO patents with 853,638 reactions. Task: Predict the reaction yield, written as a fraction of the theoretical maximum amount of product (1.0 means a 100% yield; for example, 0.34 means a 34% yield). (1) The reactants are C([N:8]1[CH2:17][C:16]2[N:15]=[CH:14][CH:13]=[CH:12][C:11]=2[CH2:10][CH2:9]1)C1C=CC=CC=1.[ClH:18].[H][H]. The catalyst is O1CCOCC1.[Pd]. The product is [ClH:18].[N:15]1[C:16]2[CH2:17][NH:8][CH2:9][CH2:10][C:11]=2[CH:12]=[CH:13][CH:14]=1. The yield is 0.650. (2) The reactants are [CH3:1][O:2][C:3]1[CH:4]=[C:5]2[C:10](=[CH:11][C:12]=1[O:13][CH3:14])[N:9]=[C:8]([S:15][CH3:16])[CH:7]=[C:6]2[O:17][C:18]1[CH:23]=[CH:22][C:21](N)=[CH:20][C:19]=1[F:25].[F:26][C:27]1[CH:32]=[CH:31][C:30]([NH:33][C:34]([C:36]2([C:39]([OH:41])=O)[CH2:38][CH2:37]2)=[O:35])=[CH:29][CH:28]=1.C[N:43](C(ON1N=NC2C=CC=NC1=2)=[N+](C)C)C.F[P-](F)(F)(F)(F)F.O. The catalyst is CN(C=O)C. The product is [CH3:1][O:2][C:3]1[CH:4]=[C:5]2[C:10](=[CH:11][C:12]=1[O:13][CH3:14])[N:9]=[C:8]([S:15][CH3:16])[CH:7]=[C:6]2[O:17][C:18]1[C:19]([F:25])=[CH:20][CH:21]=[CH:22][C:23]=1[C:27]1([F:26])[CH:28]=[CH:29][C:30]([NH:33][C:34]([C:36]2([C:39]([NH2:43])=[O:41])[CH2:37][CH2:38]2)=[O:35])=[CH:31][CH2:32]1. The yield is 0.110. (3) The reactants are [N:1]1([C:12](=[O:13])[C:11]2[N:10]([CH2:14][C:15]([OH:17])=O)[CH:9]=[N:8][C:7]=2[N:5]([CH3:6])[C:3]1=[O:4])[CH3:2].CN(C(ON1N=N[C:28]2[CH:29]=[CH:30][CH:31]=[N:32][C:27]1=2)=[N+](C)C)C.F[P-](F)(F)(F)(F)F.[C:42]([O:45][CH2:46][CH3:47])(=O)C.[CH3:48]N(C=O)C. No catalyst specified. The product is [CH3:42][O:45][C:46]1[CH:47]=[CH:48][CH:27]=[CH:28][C:29]=1[CH2:30][CH2:31][NH:32][C:15](=[O:17])[CH2:14][N:10]1[C:11]2[C:12](=[O:13])[N:1]([CH3:2])[C:3](=[O:4])[N:5]([CH3:6])[C:7]=2[N:8]=[CH:9]1. The yield is 0.240. (4) The reactants are [OH:1][C:2]1[CH:3]=[C:4]2[C:9](=[CH:10][CH:11]=1)[C@@H:8]([CH2:12][CH2:13][Br:14])[NH:7][CH2:6][CH2:5]2.[F:15][C:16]([F:21])([F:20])[C:17]([NH2:19])=[O:18].C(=O)([O-])[O-].[K+].[K+].[CH3:28][N:29]([CH3:33])[C:30](Cl)=[O:31].O. The catalyst is CN(C)C=O. The product is [CH3:28][N:29]([CH3:33])[C:30]([O:1][C:2]1[CH:3]=[C:4]2[C:9](=[CH:10][CH:11]=1)[C@@H:8]([CH2:12][CH2:13][Br:14])[NH:7][CH2:6][CH2:5]2)=[O:31].[F:15][C:16]([F:21])([F:20])[C:17]([NH2:19])=[O:18]. The yield is 0.520. (5) The reactants are S(=O)(=O)(O)[OH:2].[S:6]1[C:10]2[CH:11]=[C:12]([NH:15][C:16](=[O:20])[CH:17]=NO)[CH:13]=[CH:14][C:9]=2[N:8]=[CH:7]1. The catalyst is O. The product is [S:6]1[C:10]2[C:9](=[CH:14][CH:13]=[C:12]3[C:11]=2[C:17](=[O:2])[C:16](=[O:20])[NH:15]3)[N:8]=[CH:7]1. The yield is 0.460.